From a dataset of NCI-60 drug combinations with 297,098 pairs across 59 cell lines. Regression. Given two drug SMILES strings and cell line genomic features, predict the synergy score measuring deviation from expected non-interaction effect. (1) Synergy scores: CSS=17.5, Synergy_ZIP=-6.26, Synergy_Bliss=-0.0891, Synergy_Loewe=-3.28, Synergy_HSA=-2.53. Cell line: CAKI-1. Drug 2: C1CN(CCN1C(=O)CCBr)C(=O)CCBr. Drug 1: C1=CN(C=N1)CC(O)(P(=O)(O)O)P(=O)(O)O. (2) Drug 1: CC1CCC2CC(C(=CC=CC=CC(CC(C(=O)C(C(C(=CC(C(=O)CC(OC(=O)C3CCCCN3C(=O)C(=O)C1(O2)O)C(C)CC4CCC(C(C4)OC)OCCO)C)C)O)OC)C)C)C)OC. Drug 2: C(=O)(N)NO. Cell line: SF-268. Synergy scores: CSS=2.38, Synergy_ZIP=-3.32, Synergy_Bliss=0.105, Synergy_Loewe=-15.9, Synergy_HSA=-1.17. (3) Drug 1: CN(C)N=NC1=C(NC=N1)C(=O)N. Drug 2: C1=CC=C(C=C1)NC(=O)CCCCCCC(=O)NO. Cell line: M14. Synergy scores: CSS=0.663, Synergy_ZIP=0.985, Synergy_Bliss=1.04, Synergy_Loewe=-11.5, Synergy_HSA=-3.28. (4) Drug 1: C1=NC2=C(N1)C(=S)N=CN2. Drug 2: C1CN(P(=O)(OC1)NCCCl)CCCl. Cell line: OVCAR-4. Synergy scores: CSS=39.0, Synergy_ZIP=4.13, Synergy_Bliss=1.50, Synergy_Loewe=-23.8, Synergy_HSA=1.09. (5) Drug 1: C1CC(=O)NC(=O)C1N2CC3=C(C2=O)C=CC=C3N. Drug 2: C1=NC(=NC(=O)N1C2C(C(C(O2)CO)O)O)N. Cell line: 786-0. Synergy scores: CSS=2.42, Synergy_ZIP=-1.71, Synergy_Bliss=0.00407, Synergy_Loewe=0.371, Synergy_HSA=0.326. (6) Drug 1: C1=CC(=C2C(=C1NCCNCCO)C(=O)C3=C(C=CC(=C3C2=O)O)O)NCCNCCO. Drug 2: C1=CC(=CC=C1CC(C(=O)O)N)N(CCCl)CCCl.Cl. Cell line: M14. Synergy scores: CSS=27.5, Synergy_ZIP=1.74, Synergy_Bliss=4.79, Synergy_Loewe=-29.6, Synergy_HSA=3.47. (7) Drug 1: C1=C(C(=O)NC(=O)N1)N(CCCl)CCCl. Drug 2: C1C(C(OC1N2C=C(C(=O)NC2=O)F)CO)O. Cell line: HOP-62. Synergy scores: CSS=56.3, Synergy_ZIP=5.08, Synergy_Bliss=4.09, Synergy_Loewe=4.29, Synergy_HSA=7.39.